From a dataset of Catalyst prediction with 721,799 reactions and 888 catalyst types from USPTO. Predict which catalyst facilitates the given reaction. (1) Reactant: P(F)(F)(F)(F)F.N1(OC(N(C)C)=[N+](C)C)C2N=CC=CC=2N=N1.C(N(C(C)C)CC)(C)C.[OH:33][C:34]1[CH:42]=[C:41]([OH:43])[CH:40]=[CH:39][C:35]=1[C:36]([OH:38])=O.[Cl:44][C:45]1[CH:50]=[CH:49][CH:48]=[CH:47][C:46]=1[CH:51]1[CH2:55][CH2:54][CH2:53][NH:52]1.C([O-])(O)=O.[Na+]. Product: [Cl:44][C:45]1[CH:50]=[CH:49][CH:48]=[CH:47][C:46]=1[CH:51]1[CH2:55][CH2:54][CH2:53][N:52]1[C:36]([C:35]1[CH:39]=[CH:40][C:41]([OH:43])=[CH:42][C:34]=1[OH:33])=[O:38]. The catalyst class is: 3. (2) Reactant: [Cl:1][C:2]1[C:3]([CH2:13][N:14]([CH:40]2[CH2:42][CH2:41]2)[C:15]([C@@H:17]2[C@:22]([C:25]3[CH:30]=[CH:29][C:28]([F:31])=[C:27]([F:32])[CH:26]=3)([O:23][CH3:24])[CH2:21][CH2:20][N:19](C(OC(C)(C)C)=O)[CH2:18]2)=[O:16])=[CH:4][C:5]([CH2:8][CH2:9][CH2:10][O:11][CH3:12])=[N:6][CH:7]=1.Cl. Product: [Cl:1][C:2]1[C:3]([CH2:13][N:14]([CH:40]2[CH2:41][CH2:42]2)[C:15]([CH:17]2[C:22]([C:25]3[CH:30]=[CH:29][C:28]([F:31])=[C:27]([F:32])[CH:26]=3)([O:23][CH3:24])[CH2:21][CH2:20][NH:19][CH2:18]2)=[O:16])=[CH:4][C:5]([CH2:8][CH2:9][CH2:10][O:11][CH3:12])=[N:6][CH:7]=1. The catalyst class is: 4. (3) Reactant: C([O:4][C:5]1[C:14]2[C:9](=[C:10]([Br:20])[CH:11]=[C:12]([O:16][CH:17]([CH3:19])[CH3:18])[C:13]=2[CH3:15])[CH:8]=[CH:7][N:6]=1)(=O)C.[OH-].[Na+]. Product: [Br:20][C:10]1[CH:11]=[C:12]([O:16][CH:17]([CH3:18])[CH3:19])[C:13]([CH3:15])=[C:14]2[C:9]=1[CH:8]=[CH:7][NH:6][C:5]2=[O:4]. The catalyst class is: 5. (4) Reactant: [CH:1]([NH2:4])([CH3:3])[CH3:2].[NH2:5][C:6]1[CH:13]=[C:12](F)[C:9]([C:10]#[N:11])=[CH:8][N:7]=1.C(N(C(C)C)CC)(C)C. Product: [NH2:5][C:6]1[CH:13]=[C:12]([NH:4][CH:1]([CH3:3])[CH3:2])[C:9]([C:10]#[N:11])=[CH:8][N:7]=1. The catalyst class is: 44. (5) Reactant: [C:1]([C:5]1[NH:9][N:8]=[C:7]([C:10]([F:13])([F:12])[F:11])[C:6]=1[Cl:14])([CH3:4])([CH3:3])[CH3:2].C([O-])([O-])=O.[K+].[K+].Cl[CH2:22][C:23]([N:25]1[CH2:30][CH2:29][N:28]([C:31]2[CH:36]=[CH:35][C:34]([F:37])=[CH:33][CH:32]=2)[CH2:27][CH2:26]1)=[O:24].CN(C=O)C. Product: [C:1]([C:5]1[C:6]([Cl:14])=[C:7]([C:10]([F:13])([F:12])[F:11])[N:8]([CH2:22][C:23]([N:25]2[CH2:26][CH2:27][N:28]([C:31]3[CH:36]=[CH:35][C:34]([F:37])=[CH:33][CH:32]=3)[CH2:29][CH2:30]2)=[O:24])[N:9]=1)([CH3:4])([CH3:2])[CH3:3]. The catalyst class is: 195. (6) Reactant: [Si]([O:8][CH:9]1[CH2:14][CH2:13][CH:12]([N:15]2[C:20](=[O:21])[C:19]([CH2:22][C:23]3[CH:28]=[CH:27][C:26]([C:29]4[C:30]([C:35]#[N:36])=[CH:31][CH:32]=[CH:33][CH:34]=4)=[CH:25][CH:24]=3)=[C:18]([CH2:37][CH2:38][CH3:39])[N:17]3[N:40]=[N:41][CH:42]=[C:16]23)[CH2:11][CH2:10]1)(C(C)(C)C)(C)C.[F-].C([N+](CCCC)(CCCC)CCCC)CCC.O1CCCC1.[Cl-].[NH4+]. Product: [OH:8][C@H:9]1[CH2:14][CH2:13][C@H:12]([N:15]2[C:20](=[O:21])[C:19]([CH2:22][C:23]3[CH:28]=[CH:27][C:26]([C:29]4[C:30]([C:35]#[N:36])=[CH:31][CH:32]=[CH:33][CH:34]=4)=[CH:25][CH:24]=3)=[C:18]([CH2:37][CH2:38][CH3:39])[N:17]3[N:40]=[N:41][CH:42]=[C:16]23)[CH2:11][CH2:10]1. The catalyst class is: 7. (7) Reactant: [CH:1]1([C:13]([OH:15])=[O:14])[CH2:6][CH2:5][CH:4]([C:7]([OH:9])=[O:8])[CH2:3][CH:2]1[C:10]([OH:12])=O. Product: [CH:1]12[C:13](=[O:14])[O:15][C:10](=[O:12])[CH:2]1[CH2:3][CH:4]([C:7]([OH:9])=[O:8])[CH2:5][CH2:6]2. The catalyst class is: 6.